Binary Classification. Given a miRNA mature sequence and a target amino acid sequence, predict their likelihood of interaction. From a dataset of Experimentally validated miRNA-target interactions with 360,000+ pairs, plus equal number of negative samples. The miRNA is hsa-miR-99a-5p with sequence AACCCGUAGAUCCGAUCUUGUG. The protein sequence of the target gene is MAPKKAKKRAGGANSNVFSMFEQTQIQEFKEAFTIMDQNRDGFIDKNDLRDTFAALGRVNVKNEEIDEMIKEAPGPINFTVFLTMFGEKLKGADPEETILNAFKVFDPEGKGVLKADYVREMLTTQAERFSKEEVDQMFAAFPPDVTGNLDYKNLVHIITHGEEKD. Result: 1 (interaction).